Task: Predict the reaction yield, written as a fraction of the theoretical maximum amount of product (1.0 means a 100% yield; for example, 0.34 means a 34% yield).. Dataset: Reaction yield outcomes from USPTO patents with 853,638 reactions (1) The reactants are [N+:1]([C:4]1[C:14]([N+:15]([O-:17])=[O:16])=[CH:13][C:12]2[CH:11]3[CH2:18][CH:7]([CH2:8][NH:9][CH2:10]3)[C:6]=2[CH:5]=1)([O-:3])=[O:2].C([O-])([O-])=O.[Na+].[Na+].[C:25]([O:29][C:30](O[C:30]([O:29][C:25]([CH3:28])([CH3:27])[CH3:26])=[O:31])=[O:31])([CH3:28])([CH3:27])[CH3:26].O. The catalyst is O1CCOCC1. The product is [C:25]([O:29][C:30]([N:9]1[CH2:8][CH:7]2[CH2:18][CH:11]([C:12]3[CH:13]=[C:14]([N+:15]([O-:17])=[O:16])[C:4]([N+:1]([O-:3])=[O:2])=[CH:5][C:6]=32)[CH2:10]1)=[O:31])([CH3:28])([CH3:27])[CH3:26]. The yield is 0.710. (2) The reactants are C[O:2][C:3](=[O:22])[CH2:4][CH2:5][C:6]1[CH:11]=[CH:10][C:9]([O:12][C:13]2[CH:18]=[C:17]([CH3:19])[CH:16]=[C:15](Br)[CH:14]=2)=[CH:8][C:7]=1[CH3:21].[Cl:23][C:24]1[CH:29]=[CH:28][C:27]([OH:30])=[C:26]([CH:31]2[CH2:36][CH2:35][CH2:34][CH2:33][CH2:32]2)[CH:25]=1.CC(C)(C(=O)CC(=O)C(C)(C)C)C.C(=O)([O-])[O-].[Cs+].[Cs+].[OH-].[Na+]. The catalyst is CN1C(=O)CCC1.CO.[Cu]Cl. The product is [Cl:23][C:24]1[CH:29]=[CH:28][C:27]([O:30][C:15]2[CH:14]=[C:13]([CH:18]=[C:17]([CH3:19])[CH:16]=2)[O:12][C:9]2[CH:10]=[CH:11][C:6]([CH2:5][CH2:4][C:3]([OH:2])=[O:22])=[C:7]([CH3:21])[CH:8]=2)=[C:26]([CH:31]2[CH2:36][CH2:35][CH2:34][CH2:33][CH2:32]2)[CH:25]=1. The yield is 0.380.